Dataset: Forward reaction prediction with 1.9M reactions from USPTO patents (1976-2016). Task: Predict the product of the given reaction. (1) Given the reactants Br[C:2]1[CH:3]=[C:4]([CH:37]=[CH:38][CH:39]=1)[CH2:5][N:6]1[C:10]2[CH:11]=[CH:12][C:13]([O:15][CH2:16][C:17]3[CH:26]=[CH:25][C:24]4[C:19](=[CH:20][CH:21]=[CH:22][CH:23]=4)[N:18]=3)=[CH:14][C:9]=2[N:8]=[C:7]1[CH2:27][C:28]1([C:33]([O:35][CH3:36])=[O:34])[CH2:32][CH2:31][CH2:30][CH2:29]1.[CH3:40][Si:41]([CH3:55])([CH3:54])[CH2:42][CH2:43][O:44][CH2:45][N:46]1[C:50](B(O)O)=[CH:49][CH:48]=[N:47]1.C([O-])([O-])=O.[Na+].[Na+], predict the reaction product. The product is: [N:18]1[C:19]2[C:24](=[CH:23][CH:22]=[CH:21][CH:20]=2)[CH:25]=[CH:26][C:17]=1[CH2:16][O:15][C:13]1[CH:12]=[CH:11][C:10]2[N:6]([CH2:5][C:4]3[CH:37]=[CH:38][CH:39]=[C:2]([C:50]4[N:46]([CH2:45][O:44][CH2:43][CH2:42][Si:41]([CH3:55])([CH3:54])[CH3:40])[N:47]=[CH:48][CH:49]=4)[CH:3]=3)[C:7]([CH2:27][C:28]3([C:33]([O:35][CH3:36])=[O:34])[CH2:32][CH2:31][CH2:30][CH2:29]3)=[N:8][C:9]=2[CH:14]=1. (2) The product is: [CH2:1]([N:5]([CH2:6][CH2:7][CH2:8][CH3:9])[C:10](=[O:15])[CH2:11][CH2:12][CH2:13][CH3:14])[CH2:2][CH2:3][CH3:4]. Given the reactants [CH2:1]([NH:5][CH2:6][CH2:7][CH2:8][CH3:9])[CH2:2][CH2:3][CH3:4].[C:10](Cl)(=[O:15])[CH2:11][CH2:12][CH2:13][CH3:14], predict the reaction product.